From a dataset of Full USPTO retrosynthesis dataset with 1.9M reactions from patents (1976-2016). Predict the reactants needed to synthesize the given product. (1) Given the product [F:1][C:2]1[CH:7]=[CH:6][C:5]([N:8]2[CH2:13][CH2:12][N:11]([S:14]([C:17]3[S:21][C:20]([N:22]4[CH2:26][CH2:25][CH2:24][CH:23]4[C:27]([OH:29])=[O:28])=[CH:19][CH:18]=3)(=[O:15])=[O:16])[C@H:10]([CH3:34])[CH2:9]2)=[C:4]([C:35]([F:38])([F:36])[F:37])[CH:3]=1, predict the reactants needed to synthesize it. The reactants are: [F:1][C:2]1[CH:7]=[CH:6][C:5]([N:8]2[CH2:13][CH2:12][N:11]([S:14]([C:17]3[S:21][C:20]([N:22]4[CH2:26][CH2:25][CH2:24][CH:23]4[C:27]([O:29]C(C)(C)C)=[O:28])=[CH:19][CH:18]=3)(=[O:16])=[O:15])[C@H:10]([CH3:34])[CH2:9]2)=[C:4]([C:35]([F:38])([F:37])[F:36])[CH:3]=1.CC#N.O. (2) Given the product [CH2:25]([O:21][C:10]1[C:11]2[O:12][C@H:13]3[C:14](=[O:15])[CH2:16][CH2:17][C@@H:18]4[C@@:5]53[CH2:4][CH2:3][N:2]([CH3:1])[C@@H:19]4[CH2:20][C:7]([C:6]=25)=[CH:8][CH:9]=1)[C:26]1[CH:31]=[CH:30][CH:29]=[CH:28][CH:27]=1, predict the reactants needed to synthesize it. The reactants are: [CH3:1][N:2]1[C@@H:19]2[CH2:20][C:7]3=[CH:8][CH:9]=[C:10]([OH:21])[C:11]4[O:12][C@H:13]5[C:14]([CH2:16][CH2:17][C@@H:18]2[C@:5]5([C:6]=43)[CH2:4][CH2:3]1)=[O:15].Cl.[H-].[Na+].[CH2:25](Cl)[C:26]1[CH:31]=[CH:30][CH:29]=[CH:28][CH:27]=1. (3) Given the product [NH2:11][CH:10]([CH2:15][C:16]1[CH:21]=[CH:20][C:19]([C:22]([F:23])([F:24])[F:25])=[CH:18][CH:17]=1)[CH:9]([C:6]1[CH:5]=[CH:4][C:3]([O:2][CH3:1])=[CH:8][CH:7]=1)[OH:13], predict the reactants needed to synthesize it. The reactants are: [CH3:1][O:2][C:3]1[CH:8]=[CH:7][C:6]([CH:9]2[O:13]C(=O)[NH:11][CH:10]2[CH2:15][C:16]2[CH:21]=[CH:20][C:19]([C:22]([F:25])([F:24])[F:23])=[CH:18][CH:17]=2)=[CH:5][CH:4]=1.[OH-].[Na+]. (4) The reactants are: C1(C2C=CC=CC=2)C=CC=C(N2C=C(C([Cl:14])=O)N=C2)C=1.[F:21][C:22]1[C:27]([C:28]2[CH:33]=[CH:32][CH:31]=[C:30]([N:34]3[CH:38]=[C:37]([C:39](O)=[O:40])[N:36]=[CH:35]3)[CH:29]=2)=[C:26]([O:42][CH3:43])[CH:25]=[CH:24][CH:23]=1. Given the product [F:21][C:22]1[C:27]([C:28]2[CH:33]=[CH:32][CH:31]=[C:30]([N:34]3[CH:38]=[C:37]([C:39]([Cl:14])=[O:40])[N:36]=[CH:35]3)[CH:29]=2)=[C:26]([O:42][CH3:43])[CH:25]=[CH:24][CH:23]=1, predict the reactants needed to synthesize it. (5) Given the product [Cl:1][C:2]1[C:3]([CH3:12])=[C:4]([NH:10][CH3:11])[C:5]([CH:8]=[O:9])=[CH:6][N:7]=1, predict the reactants needed to synthesize it. The reactants are: [Cl:1][C:2]1[N:7]=[CH:6][C:5]([CH2:8][OH:9])=[C:4]([NH:10][CH3:11])[C:3]=1[CH3:12].